From a dataset of Full USPTO retrosynthesis dataset with 1.9M reactions from patents (1976-2016). Predict the reactants needed to synthesize the given product. (1) The reactants are: [C:1]1([S:7]([CH2:10][C:11]2[C:16]([C:17]([O:19][CH3:20])=[O:18])=[C:15]([NH:21][CH2:22][CH2:23]NC(OC(C)(C)C)=O)[C:14]([C:32]3[CH:36]=[CH:35][O:34][CH:33]=3)=[CH:13][CH:12]=2)(=[O:9])=[O:8])[CH:6]=[CH:5][CH:4]=[CH:3][CH:2]=1.[C:37]1(S(C[C:37]2[C:42](C(OC)=O)=[C:41](OS(C(F)(F)F)(=O)=O)C(C3C=COC=3)=[CH:39][CH:38]=2)(=O)=O)[CH:42]=[CH:41]C=[CH:39][CH:38]=1.C(N)C1C=CC=CC=1. Given the product [C:1]1([S:7]([CH2:10][C:11]2[C:16]([C:17]([O:19][CH3:20])=[O:18])=[C:15]([NH:21][CH2:22][C:23]3[CH:41]=[CH:42][CH:37]=[CH:38][CH:39]=3)[C:14]([C:32]3[CH:36]=[CH:35][O:34][CH:33]=3)=[CH:13][CH:12]=2)(=[O:9])=[O:8])[CH:2]=[CH:3][CH:4]=[CH:5][CH:6]=1, predict the reactants needed to synthesize it. (2) Given the product [CH3:20][O:19][C:18]1[C:17]([O:21][CH3:22])=[CH:16][C:4]([CH:5]=[C:6]2[C:14]3[C:9](=[CH:10][CH:11]=[CH:12][CH:13]=3)[NH:8][C:7]2=[O:15])=[C:3]([C:31]2[CH:30]=[CH:29][C:38]3[C:33](=[CH:34][CH:35]=[CH:36][CH:37]=3)[CH:32]=2)[CH:2]=1, predict the reactants needed to synthesize it. The reactants are: Br[C:2]1[CH:3]=[C:4]([CH:16]=[C:17]([O:21][CH3:22])[C:18]=1[O:19][CH3:20])[CH:5]=[C:6]1[C:14]2[C:9](=[CH:10][CH:11]=[CH:12][CH:13]=2)[NH:8][C:7]1=[O:15].C(=O)([O-])[O-].[Na+].[Na+].[CH:29]1[C:38]2[C:33](=[CH:34][CH:35]=[CH:36][CH:37]=2)[CH:32]=[CH:31][C:30]=1B(O)O. (3) Given the product [F:23][C:22]([S:21][C:18]1[CH:17]=[CH:16][C:15]([C:13]2[N:12]=[C:8]([C:5]3[CH:4]=[CH:3][C:2](=[O:1])[NH:7][CH:6]=3)[O:10][N:14]=2)=[CH:20][CH:19]=1)([F:25])[F:24], predict the reactants needed to synthesize it. The reactants are: [O:1]=[C:2]1[NH:7][CH:6]=[C:5]([C:8]([OH:10])=O)[CH:4]=[CH:3]1.O[N:12]=[C:13]([C:15]1[CH:20]=[CH:19][C:18]([S:21][C:22]([F:25])([F:24])[F:23])=[CH:17][CH:16]=1)[NH2:14]. (4) The reactants are: Br[C:2]1[CH:10]=[C:9]2[C:5]([CH:6]=[N:7][NH:8]2)=[C:4]([NH:11][C:12]([C:14]2[N:15]=[C:16]([CH3:19])[S:17][CH:18]=2)=[O:13])[CH:3]=1.CC1(C)C(C)(C)OB([C:28]2[CH:33]=[CH:32][CH:31]=[C:30]([NH2:34])[C:29]=2[NH2:35])O1.[C:37](=O)([O-])[O-].[Na+].[Na+]. Given the product [NH:35]1[C:29]2[CH:28]=[CH:33][CH:32]=[C:31]([C:2]3[CH:10]=[C:9]4[C:5]([CH:6]=[N:7][NH:8]4)=[C:4]([NH:11][C:12]([C:14]4[N:15]=[C:16]([CH3:19])[S:17][CH:18]=4)=[O:13])[CH:3]=3)[C:30]=2[N:34]=[CH:37]1, predict the reactants needed to synthesize it. (5) Given the product [NH:46]1[C:47]2[C:43](=[CH:42][C:41]([C:4]3[C:3]([N:2]([CH3:1])[C@H:25]([C:27]4[CH:32]=[CH:31][CH:30]=[CH:29][CH:28]=4)[CH3:26])=[N:12][C:11]4[C:6](=[CH:7][CH:8]=[C:9]([C:13]([O:15][CH3:16])=[O:14])[CH:10]=4)[N:5]=3)=[CH:49][CH:48]=2)[CH:44]=[N:45]1, predict the reactants needed to synthesize it. The reactants are: [CH3:1][N:2]([C@H:25]([C:27]1[CH:32]=[CH:31][CH:30]=[CH:29][CH:28]=1)[CH3:26])[C:3]1[C:4](OS(C(F)(F)F)(=O)=O)=[N:5][C:6]2[C:11]([N:12]=1)=[CH:10][C:9]([C:13]([O:15][CH3:16])=[O:14])=[CH:8][CH:7]=2.CC1(C)C(C)(C)OB([C:41]2[CH:42]=[C:43]3[C:47](=[CH:48][CH:49]=2)[N:46](C(OC(C)(C)C)=O)[N:45]=[CH:44]3)O1.C([O-])([O-])=O.[K+].[K+].O. (6) Given the product [I:16][C:5]1[CH:4]=[CH:3][C:2]([O:1][CH2:8][O:9][C:10]2[CH:11]=[CH:12][CH:13]=[CH:14][CH:15]=2)=[CH:7][CH:6]=1, predict the reactants needed to synthesize it. The reactants are: [O:1]([CH2:8][O:9][C:10]1[CH:15]=[CH:14][CH:13]=[CH:12][CH:11]=1)[C:2]1[CH:7]=[CH:6][CH:5]=[CH:4][CH:3]=1.[I:16]Cl. (7) Given the product [CH2:19]([O:18][C:13](=[O:17])[C:5]([CH3:6])([CH3:7])[CH2:24][C:22]([Cl:21])=[CH2:23])[CH3:20], predict the reactants needed to synthesize it. The reactants are: C(N[CH:5]([CH3:7])[CH3:6])(C)C.C([Li])CCC.[C:13]([O:18][CH2:19][CH3:20])(=[O:17])C(C)C.[Cl:21][C:22]([CH2:24]Cl)=[CH2:23]. (8) Given the product [Cl:21][CH2:22][C:23]([NH:1][C:2]1[CH:3]=[C:4]([CH:8]=[CH:9][C:10]=1[C:11]([F:12])([F:13])[F:14])[C:5]([OH:7])=[O:6])=[O:24], predict the reactants needed to synthesize it. The reactants are: [NH2:1][C:2]1[CH:3]=[C:4]([CH:8]=[CH:9][C:10]=1[C:11]([F:14])([F:13])[F:12])[C:5]([OH:7])=[O:6].N1C=CC=CC=1.[Cl:21][CH2:22][C:23](Cl)=[O:24].C(Cl)Cl.C(O)(C)C. (9) Given the product [C:10]([O:14][C:15]([N:17]1[CH2:18][CH2:19][CH2:20][CH:21]1[C:28](=[O:32])[NH:62][C:53]([C:55]1[CH:56]=[CH:57][C:58]([Br:61])=[CH:59][CH:60]=1)([C:52]([O:51][CH2:49][CH3:50])=[O:63])[CH3:54])=[O:16])([CH3:11])([CH3:12])[CH3:13], predict the reactants needed to synthesize it. The reactants are: C(N(CC)C(C)C)(C)C.[C:10]([O:14][C:15]([N:17]1[CH2:21][CH2:20][CH:19](C(O)=O)[CH2:18]1)=[O:16])([CH3:13])([CH3:12])[CH3:11].CN([C:28]([O:32]N1N=NC2C=CC=NC1=2)=[N+](C)C)C.F[P-](F)(F)(F)(F)F.[CH2:49]([O:51][C:52](=[O:63])[C:53]([NH2:62])([C:55]1[CH:60]=[CH:59][C:58]([Br:61])=[CH:57][CH:56]=1)[CH3:54])[CH3:50].